From a dataset of Peptide-MHC class II binding affinity with 134,281 pairs from IEDB. Regression. Given a peptide amino acid sequence and an MHC pseudo amino acid sequence, predict their binding affinity value. This is MHC class II binding data. (1) The peptide sequence is DTGHGTVVMQVKVSK. The MHC is DRB1_0801 with pseudo-sequence DRB1_0801. The binding affinity (normalized) is 0.296. (2) The peptide sequence is AEIGSAISTANGAAA. The MHC is DRB1_1501 with pseudo-sequence DRB1_1501. The binding affinity (normalized) is 0.286. (3) The binding affinity (normalized) is 0.0755. The peptide sequence is FVVTTDISEMGANFK. The MHC is DRB4_0101 with pseudo-sequence DRB4_0103.